Dataset: Forward reaction prediction with 1.9M reactions from USPTO patents (1976-2016). Task: Predict the product of the given reaction. (1) Given the reactants [CH:1]([C:4]1[C:8]([CH2:9][CH2:10][CH2:11][OH:12])=[CH:7][N:6]([C:13]2[N:14]=[N:15][C:16]([C:19]([F:22])([F:21])[F:20])=[CH:17][CH:18]=2)[N:5]=1)([CH3:3])[CH3:2].O[C:24]1[C:29]([O:30][CH3:31])=[CH:28][CH:27]=[CH:26][C:25]=1[CH2:32][C:33]([O:35]C)=[O:34].C(P(CCCC)CCCC)CCC.N(C(N1CCCCC1)=O)=NC(N1CCCCC1)=O, predict the reaction product. The product is: [CH:1]([C:4]1[C:8]([CH2:9][CH2:10][CH2:11][O:12][C:24]2[C:29]([O:30][CH3:31])=[CH:28][CH:27]=[CH:26][C:25]=2[CH2:32][C:33]([OH:35])=[O:34])=[CH:7][N:6]([C:13]2[N:14]=[N:15][C:16]([C:19]([F:21])([F:20])[F:22])=[CH:17][CH:18]=2)[N:5]=1)([CH3:3])[CH3:2]. (2) Given the reactants Br[C:2]1[C:14]2[C:13]3[C:8](=[CH:9][C:10]([C:15]([OH:18])([CH3:17])[CH3:16])=[CH:11][CH:12]=3)[NH:7][C:6]=2[C:5]([C:19]([NH2:21])=[O:20])=[CH:4][CH:3]=1.[F:22][C:23]1[CH:24]=[CH:25][CH:26]=[C:27]2[C:32]=1[N:31]([CH3:33])[C:30](=[O:34])[N:29]([C:35]1[CH:40]=[CH:39][CH:38]=[C:37](B3OC(C)(C)C(C)(C)O3)[C:36]=1[CH3:50])[C:28]2=[O:51].P([O-])([O-])([O-])=O.[K+].[K+].[K+], predict the reaction product. The product is: [F:22][C:23]1[CH:24]=[CH:25][CH:26]=[C:27]2[C:32]=1[N:31]([CH3:33])[C:30](=[O:34])[N:29]([C:35]1[C:36]([CH3:50])=[C:37]([C:2]3[C:14]4[C:13]5[C:8](=[CH:9][C:10]([C:15]([OH:18])([CH3:17])[CH3:16])=[CH:11][CH:12]=5)[NH:7][C:6]=4[C:5]([C:19]([NH2:21])=[O:20])=[CH:4][CH:3]=3)[CH:38]=[CH:39][CH:40]=1)[C:28]2=[O:51].